This data is from Forward reaction prediction with 1.9M reactions from USPTO patents (1976-2016). The task is: Predict the product of the given reaction. (1) The product is: [CH2:1]([O:8][C:9]1[CH:16]=[CH:15][C:12]([C:13]2[NH:26][C:25]3=[N:24][C:23]([C:27]4[CH:28]=[N:29][CH:30]=[CH:31][CH:32]=4)=[CH:22][CH:21]=[C:20]3[N:17]=2)=[CH:11][CH:10]=1)[C:2]1[CH:7]=[CH:6][CH:5]=[CH:4][CH:3]=1. Given the reactants [CH2:1]([O:8][C:9]1[CH:16]=[CH:15][C:12]([CH:13]=O)=[CH:11][CH:10]=1)[C:2]1[CH:7]=[CH:6][CH:5]=[CH:4][CH:3]=1.[N+:17]([C:20]1[CH:21]=[CH:22][C:23]([C:27]2[CH:28]=[N:29][CH:30]=[CH:31][CH:32]=2)=[N:24][C:25]=1[NH2:26])([O-])=O.[O-]S(S([O-])=O)=O.[Na+].[Na+].N, predict the reaction product. (2) Given the reactants CN(C1C(C2C(P(C3CCCCC3)C3CCCCC3)=CC=CC=2)=CC=CC=1)C.CC(C)([O-])C.[Na+].Br[C:36]1[CH:43]=[CH:42][C:39]([C:40]#[N:41])=[CH:38][CH:37]=1.[NH2:44][C@H:45]1[C:54]2[C:49](=[CH:50][CH:51]=[CH:52][CH:53]=2)[N:48]([C:55](=[O:57])[CH3:56])[C@@H:47]([CH:58]2[CH2:60][CH2:59]2)[C@@H:46]1[CH3:61], predict the reaction product. The product is: [C:55]([N:48]1[C:49]2[C:54](=[CH:53][CH:52]=[CH:51][CH:50]=2)[C@H:45]([NH:44][C:36]2[CH:43]=[CH:42][C:39]([C:40]#[N:41])=[CH:38][CH:37]=2)[C@@H:46]([CH3:61])[C@@H:47]1[CH:58]1[CH2:60][CH2:59]1)(=[O:57])[CH3:56]. (3) The product is: [Br:13][C:14]1[CH:15]=[CH:16][C:17](/[C:20](=[CH:6]\[C:5]2[CH:8]=[CH:9][C:10]([Cl:12])=[CH:11][C:4]=2[N+:1]([O-:3])=[O:2])/[C:21]([OH:23])=[O:22])=[CH:18][CH:19]=1. Given the reactants [N+:1]([C:4]1[CH:11]=[C:10]([Cl:12])[CH:9]=[CH:8][C:5]=1[CH:6]=O)([O-:3])=[O:2].[Br:13][C:14]1[CH:19]=[CH:18][C:17]([CH2:20][C:21]([OH:23])=[O:22])=[CH:16][CH:15]=1.C(OC(=O)C)(=O)C.C(=O)([O-])[O-].[K+].[K+].Cl, predict the reaction product. (4) The product is: [O:1]1[C:5]2[CH:6]=[CH:7][C:8]([N:10]([CH3:37])[C:11](=[O:36])[C@@H:12]([NH:20][C:21]([NH:23][S:24]([C:27]3[CH:32]=[CH:31][CH:30]=[CH:29][C:28]=3[CH:33]([CH3:34])[CH3:35])(=[O:26])=[O:25])=[O:22])[CH2:13][C:14]3[CH:15]=[CH:16][CH:17]=[CH:18][CH:19]=3)=[CH:9][C:4]=2[O:3][CH2:2]1. Given the reactants [O:1]1[C:5]2[CH:6]=[CH:7][C:8]([N:10]([CH3:37])[C:11](=[O:36])[C@@H:12]([NH:20][C:21]([NH:23][S:24]([C:27]3[CH:32]=[CH:31][CH:30]=[CH:29][C:28]=3[C:33]([CH3:35])=[CH2:34])(=[O:26])=[O:25])=[O:22])[CH2:13][C:14]3[CH:19]=[CH:18][CH:17]=[CH:16][CH:15]=3)=[CH:9][C:4]=2[O:3][CH2:2]1, predict the reaction product. (5) Given the reactants [F:1][C:2]1[CH:7]=[CH:6][C:5]([N:8]2[C:12]3([CH2:17][CH2:16][N:15]([CH:18]4[CH2:23][CH2:22][CH2:21][CH2:20][C:19]4=[O:24])[CH2:14][CH2:13]3)[C:11](=[O:25])[NH:10][CH2:9]2)=[CH:4][CH:3]=1.[F:26][C:27]1[CH:32]=[CH:31][C:30]([Li])=[CH:29][CH:28]=1, predict the reaction product. The product is: [F:1][C:2]1[CH:7]=[CH:6][C:5]([N:8]2[C:12]3([CH2:17][CH2:16][N:15]([CH:18]4[CH2:23][CH2:22][CH2:21][CH2:20][C:19]4([C:30]4[CH:31]=[CH:32][C:27]([F:26])=[CH:28][CH:29]=4)[OH:24])[CH2:14][CH2:13]3)[C:11](=[O:25])[NH:10][CH2:9]2)=[CH:4][CH:3]=1.